From a dataset of Forward reaction prediction with 1.9M reactions from USPTO patents (1976-2016). Predict the product of the given reaction. (1) Given the reactants C(OC([N:6]1[CH2:11][CH2:10][C:9](=O)[CH2:8][CH2:7]1)=O)C.[NH:13]1[CH2:18][CH2:17][O:16][CH2:15][CH2:14]1, predict the reaction product. The product is: [O:16]1[CH2:17][CH2:18][N:13]([CH:9]2[CH2:8][CH2:7][NH:6][CH2:11][CH2:10]2)[CH2:14][CH2:15]1. (2) Given the reactants Br[C:2]1[CH:3]=[C:4]([C:8]2[N:9]([C:13]3[C:18]([CH:19]([CH3:21])[CH3:20])=[CH:17][CH:16]=[CH:15][C:14]=3[CH:22]([CH3:24])[CH3:23])[CH:10]=[CH:11][N:12]=2)[CH:5]=[CH:6][CH:7]=1.[CH:25]1[C:37]2[NH:36][C:35]3[C:30](=[CH:31][CH:32]=[CH:33][CH:34]=3)[C:29]=2[CH:28]=[CH:27][C:26]=1[C:38]#[N:39].C1(P(C2CCCCC2)C2C=CC=CC=2C2C(OC)=CC=CC=2OC)CCCCC1.[O-]P([O-])([O-])=O.[K+].[K+].[K+], predict the reaction product. The product is: [CH:22]([C:14]1[CH:15]=[CH:16][CH:17]=[C:18]([CH:19]([CH3:21])[CH3:20])[C:13]=1[N:9]1[CH:10]=[CH:11][N:12]=[C:8]1[C:4]1[CH:3]=[C:2]([N:36]2[C:37]3[CH:25]=[C:26]([C:38]#[N:39])[CH:27]=[CH:28][C:29]=3[C:30]3[C:35]2=[CH:34][CH:33]=[CH:32][CH:31]=3)[CH:7]=[CH:6][CH:5]=1)([CH3:24])[CH3:23]. (3) Given the reactants [CH2:1]([O:3][C:4](=[O:17])[C:5]1[CH:10]=[CH:9][C:8]([NH:11][C:12]2[S:13][CH:14]=[CH:15][N:16]=2)=[CH:7][CH:6]=1)[CH3:2].[Br:18]Br, predict the reaction product. The product is: [CH2:1]([O:3][C:4](=[O:17])[C:5]1[CH:6]=[CH:7][C:8]([NH:11][C:12]2[S:13][C:14]([Br:18])=[CH:15][N:16]=2)=[CH:9][CH:10]=1)[CH3:2]. (4) Given the reactants Cl.[C:2]1([C@H:8]2[CH2:10][C@@H:9]2[N:11]2[C:19](=[O:20])[C@@H:14]3[CH2:15][NH:16][CH2:17][CH2:18][N:13]3[C:12]2=[O:21])[CH:7]=[CH:6][CH:5]=[CH:4][CH:3]=1.[C:22]1([N:28]2[C:32]([NH:33][C:34](=O)[O:35]C3C=CC=CC=3)=[CH:31][CH:30]=[N:29]2)[CH:27]=[CH:26][CH:25]=[CH:24][CH:23]=1, predict the reaction product. The product is: [O:20]=[C:19]1[C@@H:14]2[CH2:15][N:16]([C:34]([NH:33][C:32]3[N:28]([C:22]4[CH:23]=[CH:24][CH:25]=[CH:26][CH:27]=4)[N:29]=[CH:30][CH:31]=3)=[O:35])[CH2:17][CH2:18][N:13]2[C:12](=[O:21])[N:11]1[C@H:9]1[CH2:10][C@@H:8]1[C:2]1[CH:7]=[CH:6][CH:5]=[CH:4][CH:3]=1.